From a dataset of Forward reaction prediction with 1.9M reactions from USPTO patents (1976-2016). Predict the product of the given reaction. (1) Given the reactants Cl.[CH3:2][O:3][C:4](=[O:8])[C@H:5]([CH3:7])[NH2:6].[F:9][C:10]1[CH:11]=[C:12]([NH:17][CH:18]([C:20](O)=[O:21])[CH3:19])[CH:13]=[C:14]([F:16])[CH:15]=1, predict the reaction product. The product is: [CH3:2][O:3][C:4](=[O:8])[C@H:5]([CH3:7])[NH:6][C:20](=[O:21])[CH:18]([CH3:19])[NH:17][C:12]1[CH:13]=[C:14]([F:16])[CH:15]=[C:10]([F:9])[CH:11]=1. (2) Given the reactants [OH-:1].[Na+].Br[C:4]1[CH:5]=[CH:6][C:7]([NH:11][C:12]2[CH:13]=[C:14]([NH:20][C@@H:21]3[CH2:26][CH2:25][CH2:24][CH2:23][C@@H:22]3[NH:27][C:28](=[O:34])[O:29][C:30]([CH3:33])([CH3:32])[CH3:31])[CH:15]=[N:16][C:17]=2[C:18]#[N:19])=[N:8][C:9]=1[CH3:10].C(P(C(C)(C)C)C1C(C)=C(C)C(C)=C(C)C=1C1C(C(C)C)=CC(C(C)C)=CC=1C(C)C)(C)(C)C.[O:69]1CCOCC1, predict the reaction product. The product is: [C:18]([C:17]1[N:16]=[CH:15][C:14]([NH:20][C@@H:21]2[CH2:26][CH2:25][CH2:24][CH2:23][C@@H:22]2[NH:27][C:28](=[O:34])[O:29][C:30]([CH3:33])([CH3:32])[CH3:31])=[CH:13][C:12]=1[NH:11][C:7]1[CH:6]=[CH:5][C:4]([OH:69])=[C:9]([CH3:10])[N:8]=1)(=[O:1])[NH2:19]. (3) Given the reactants C([N:8]1[CH2:13][CH2:12][C:11]2([CH2:22][C:21](=[O:23])[C:20]3[C:15](=[CH:16][CH:17]=[C:18](OC)[CH:19]=3)[O:14]2)[CH2:10][CH2:9]1)(OC(C)(C)C)=O.[ClH:26].[CH3:27]O, predict the reaction product. The product is: [Cl:26][C:18]1[CH:19]=[C:20]2[C:15](=[CH:16][C:17]=1[CH3:27])[O:14][C:11]1([CH2:10][CH2:9][NH:8][CH2:13][CH2:12]1)[CH2:22][C:21]2=[O:23].